From a dataset of Full USPTO retrosynthesis dataset with 1.9M reactions from patents (1976-2016). Predict the reactants needed to synthesize the given product. (1) Given the product [C:14]([C:8]1[C:9]2[O:13][CH2:12][CH2:11][C:10]=2[C:5]([NH:4][C:1](=[O:3])[CH3:2])=[CH:6][CH:7]=1)#[N:16], predict the reactants needed to synthesize it. The reactants are: [C:1]([NH:4][C:5]1[C:10]2[CH2:11][CH2:12][O:13][C:9]=2[C:8]([C:14]([NH2:16])=O)=[CH:7][CH:6]=1)(=[O:3])[CH3:2].N1C=CC=CC=1.FC(F)(F)C(OC(=O)C(F)(F)F)=O.O. (2) Given the product [F:33][C:34]([F:47])([F:46])[S:35]([O:26][C:21]1[CH:20]=[CH:19][C:18]2[C:23](=[CH:24][CH:25]=[C:16]([C:13]3[CH:12]=[CH:11][C:10]([C:2]4[N:1]=[C:5]5[CH:6]=[CH:7][CH:8]=[CH:9][N:4]5[CH:3]=4)=[CH:15][CH:14]=3)[CH:17]=2)[CH:22]=1)(=[O:37])=[O:36], predict the reactants needed to synthesize it. The reactants are: [N:1]1[C:2]([C:10]2[CH:15]=[CH:14][C:13]([C:16]3[CH:17]=[C:18]4[C:23](=[CH:24][CH:25]=3)[CH:22]=[C:21]([OH:26])[CH:20]=[CH:19]4)=[CH:12][CH:11]=2)=[CH:3][N:4]2[CH:9]=[CH:8][CH:7]=[CH:6][C:5]=12.N1C=CC=CC=1.[F:33][C:34]([F:47])([F:46])[S:35](O[S:35]([C:34]([F:47])([F:46])[F:33])(=[O:37])=[O:36])(=[O:37])=[O:36].Cl. (3) Given the product [CH3:28][O:27][C:25](=[O:26])[C:24]1[CH:29]=[CH:30][C:21]([N:4]2[CH2:3][CH2:2][N:1]([C:7]3[CH:19]=[CH:18][C:10]([CH2:11][N:12]4[CH2:13][CH2:14][O:15][CH2:16][CH2:17]4)=[CH:9][CH:8]=3)[CH2:6][CH2:5]2)=[CH:22][CH:23]=1, predict the reactants needed to synthesize it. The reactants are: [N:1]1([C:7]2[CH:19]=[CH:18][C:10]([CH2:11][N:12]3[CH2:17][CH2:16][O:15][CH2:14][CH2:13]3)=[CH:9][CH:8]=2)[CH2:6][CH2:5][NH:4][CH2:3][CH2:2]1.F[C:21]1[CH:30]=[CH:29][C:24]([C:25]([O:27][CH3:28])=[O:26])=[CH:23][CH:22]=1.CCN(C(C)C)C(C)C.